Task: Predict which catalyst facilitates the given reaction.. Dataset: Catalyst prediction with 721,799 reactions and 888 catalyst types from USPTO (1) Reactant: [F:1][C:2]1[CH:3]=[C:4]([CH:8]=[CH:9][C:10]=1[C:11]([F:14])([F:13])[F:12])[C:5](Cl)=[O:6].[NH2:15][C:16]([CH3:32])([CH2:19][N:20]1[CH:28]=[C:27]2[C:22]([C:23]([Cl:31])=[C:24]([Cl:30])[CH:25]=[C:26]2[Cl:29])=[N:21]1)[C:17]#[N:18]. Product: [C:17]([C:16]([NH:15][C:5](=[O:6])[C:4]1[CH:8]=[CH:9][C:10]([C:11]([F:14])([F:13])[F:12])=[C:2]([F:1])[CH:3]=1)([CH3:32])[CH2:19][N:20]1[CH:28]=[C:27]2[C:22]([C:23]([Cl:31])=[C:24]([Cl:30])[CH:25]=[C:26]2[Cl:29])=[N:21]1)#[N:18]. The catalyst class is: 1. (2) Reactant: [Cl:1][C:2]1[C:3]([C:31]([F:34])([F:33])[F:32])=[N:4][CH:5]=[C:6](Cl)[C:7]=1[O:8][C:9]1[CH:14]=[CH:13][C:12]([CH2:15][CH2:16][NH:17][C:18]2[C:27]3[C:22](=[C:23]([F:29])[CH:24]=[CH:25][C:26]=3[F:28])[N:21]=[CH:20][N:19]=2)=[CH:11][CH:10]=1.C(N(CC)CC)C. Product: [Cl:1][C:2]1[C:3]([C:31]([F:33])([F:34])[F:32])=[N:4][CH:5]=[CH:6][C:7]=1[O:8][C:9]1[CH:10]=[CH:11][C:12]([CH2:15][CH2:16][NH:17][C:18]2[C:27]3[C:22](=[C:23]([F:29])[CH:24]=[CH:25][C:26]=3[F:28])[N:21]=[CH:20][N:19]=2)=[CH:13][CH:14]=1. The catalyst class is: 50. (3) Reactant: [CH2:1]([O:8][C@H:9]1[C@H:14]([O:15][CH2:16][C:17]2[CH:22]=[CH:21][CH:20]=[CH:19][CH:18]=2)[C@@H:13]([O:23][CH2:24][C:25]2[CH:30]=[CH:29][CH:28]=[CH:27][CH:26]=2)[C:12]([C:33]2[CH:38]=[CH:37][C:36]([CH:39]3[CH2:41][CH2:40]3)=[C:35]([CH2:42][C:43]3[CH:52]=[CH:51][C:46]4[O:47][CH2:48][CH2:49][O:50][C:45]=4[CH:44]=3)[CH:34]=2)([O:31][CH3:32])[O:11][C@@H:10]1[CH:53]=[O:54])[C:2]1[CH:7]=[CH:6][CH:5]=[CH:4][CH:3]=1.[CH2:55]=[O:56].[OH-].[K+]. Product: [CH2:1]([O:8][C@H:9]1[C@H:14]([O:15][CH2:16][C:17]2[CH:22]=[CH:21][CH:20]=[CH:19][CH:18]=2)[C@@H:13]([O:23][CH2:24][C:25]2[CH:26]=[CH:27][CH:28]=[CH:29][CH:30]=2)[C:12]([C:33]2[CH:38]=[CH:37][C:36]([CH:39]3[CH2:41][CH2:40]3)=[C:35]([CH2:42][C:43]3[CH:52]=[CH:51][C:46]4[O:47][CH2:48][CH2:49][O:50][C:45]=4[CH:44]=3)[CH:34]=2)([O:31][CH3:32])[O:11][C:10]1([CH2:55][OH:56])[CH2:53][OH:54])[C:2]1[CH:3]=[CH:4][CH:5]=[CH:6][CH:7]=1. The catalyst class is: 12. (4) Reactant: [Cl:1][C:2]1[CH:3]=[C:4]([C:12]2[O:16][N:15]=[C:14]([C:17]3[CH:18]=[CH:19][CH:20]=[C:21]4[C:25]=3[NH:24][CH:23]=[C:22]4[CH2:26][CH2:27][C:28](OC(C)(C)C)=[O:29])[N:13]=2)[CH:5]=[CH:6][C:7]=1[O:8][CH:9]([CH3:11])[CH3:10].CC(C[AlH]CC(C)C)C.CO. Product: [Cl:1][C:2]1[CH:3]=[C:4]([C:12]2[O:16][N:15]=[C:14]([C:17]3[CH:18]=[CH:19][CH:20]=[C:21]4[C:25]=3[NH:24][CH:23]=[C:22]4[CH2:26][CH2:27][CH:28]=[O:29])[N:13]=2)[CH:5]=[CH:6][C:7]=1[O:8][CH:9]([CH3:10])[CH3:11]. The catalyst class is: 2. (5) Reactant: CCN(CC)CC.[C:8]1([CH:14]=O)[CH:13]=[CH:12][CH:11]=[CH:10][CH:9]=1.Cl.[CH2:17]([O:19][C:20]([C:22]1[N:23]=[C:24]2[CH2:29][NH:28][CH2:27][CH2:26][N:25]2[CH:30]=1)=[O:21])[CH3:18].[BH3-]C#N.[Na+]. Product: [CH2:17]([O:19][C:20]([C:22]1[N:23]=[C:24]2[CH2:29][N:28]([CH2:14][C:8]3[CH:9]=[CH:10][CH:11]=[CH:12][CH:13]=3)[CH2:27][CH2:26][N:25]2[CH:30]=1)=[O:21])[CH3:18]. The catalyst class is: 14. (6) Reactant: [F:1][C:2]([F:22])([F:21])[C:3]1[CH:4]=[C:5]([CH:18]=[CH:19][CH:20]=1)[O:6][C:7]1[CH:12]=[CH:11][C:10]([CH2:13][CH2:14][C:15](=[NH:17])[NH2:16])=[CH:9][CH:8]=1.[OH:23][CH:24]=[C:25]([CH2:30][C:31]1[CH:32]=[N:33][C:34]([O:37][CH3:38])=[N:35][CH:36]=1)[C:26](OC)=O.C([O-])(=O)C.[K+]. Product: [CH3:38][O:37][C:34]1[N:33]=[CH:32][C:31]([CH2:30][C:25]2[C:24](=[O:23])[N:17]=[C:15]([CH2:14][CH2:13][C:10]3[CH:9]=[CH:8][C:7]([O:6][C:5]4[CH:18]=[CH:19][CH:20]=[C:3]([C:2]([F:21])([F:22])[F:1])[CH:4]=4)=[CH:12][CH:11]=3)[NH:16][CH:26]=2)=[CH:36][N:35]=1. The catalyst class is: 11.